This data is from Full USPTO retrosynthesis dataset with 1.9M reactions from patents (1976-2016). The task is: Predict the reactants needed to synthesize the given product. (1) Given the product [Cl:1][C:2]1[CH:3]=[CH:4][C:5]([CH:8]2[CH2:11][CH2:10][CH:9]2[NH2:12])=[CH:6][CH:7]=1, predict the reactants needed to synthesize it. The reactants are: [Cl:1][C:2]1[CH:7]=[CH:6][C:5]([CH:8]2[CH2:11][CH2:10][C:9]2=[N:12]O)=[CH:4][CH:3]=1.[BH4-].[Na+]. (2) The reactants are: C(N(CC)CC)C.CS(Cl)(=O)=O.O[CH2:14][C:15]1[CH:20]=[C:19]([C:21]([F:24])([F:23])[F:22])[N:18]=[C:17]([O:25][CH:26]2[CH2:31][CH2:30][N:29]([C:32]([O:34][C:35]([CH3:38])([CH3:37])[CH3:36])=[O:33])[CH2:28][CH2:27]2)[CH:16]=1.[O:39]1[CH2:43][CH2:42][NH:41][C:40]1=[O:44].[H-].[Na+]. Given the product [O:44]=[C:40]1[N:41]([CH2:14][C:15]2[CH:20]=[C:19]([C:21]([F:24])([F:22])[F:23])[N:18]=[C:17]([O:25][CH:26]3[CH2:27][CH2:28][N:29]([C:32]([O:34][C:35]([CH3:37])([CH3:36])[CH3:38])=[O:33])[CH2:30][CH2:31]3)[CH:16]=2)[CH2:42][CH2:43][O:39]1, predict the reactants needed to synthesize it.